Dataset: Peptide-MHC class I binding affinity with 185,985 pairs from IEDB/IMGT. Task: Regression. Given a peptide amino acid sequence and an MHC pseudo amino acid sequence, predict their binding affinity value. This is MHC class I binding data. (1) The peptide sequence is EKPKFLPDL. The MHC is HLA-B15:17 with pseudo-sequence HLA-B15:17. The binding affinity (normalized) is 0.0847. (2) The peptide sequence is QYSPHSFMA. The MHC is HLA-A02:11 with pseudo-sequence HLA-A02:11. The binding affinity (normalized) is 0.0847. (3) The peptide sequence is SGIVSSQCTV. The MHC is H-2-Db with pseudo-sequence H-2-Db. The binding affinity (normalized) is 0.422. (4) The peptide sequence is FLCPTFTLK. The MHC is HLA-B18:01 with pseudo-sequence HLA-B18:01. The binding affinity (normalized) is 0.0847. (5) The peptide sequence is FHDELGDKF. The MHC is Mamu-B17 with pseudo-sequence Mamu-B17. The binding affinity (normalized) is 0.181. (6) The peptide sequence is MLEEMQSAV. The MHC is HLA-A31:01 with pseudo-sequence HLA-A31:01. The binding affinity (normalized) is 0.0847.